This data is from Catalyst prediction with 721,799 reactions and 888 catalyst types from USPTO. The task is: Predict which catalyst facilitates the given reaction. Reactant: [F:1][C:2]([F:22])([F:21])[C:3]1[CH:8]=[CH:7][C:6]([N:9]2[CH:13]=[N:12][C:11]([C:14]3[CH:20]=[CH:19][C:17]([NH2:18])=[CH:16][CH:15]=3)=[N:10]2)=[CH:5][CH:4]=1.[C:23](Cl)(=[O:34])[O:24][C:25]1[CH:30]=[CH:29][C:28]([N+:31]([O-:33])=[O:32])=[CH:27][CH:26]=1. Product: [F:22][C:2]([F:1])([F:21])[C:3]1[CH:4]=[CH:5][C:6]([N:9]2[CH:13]=[N:12][C:11]([C:14]3[CH:20]=[CH:19][C:17]([NH:18][C:23](=[O:34])[O:24][C:25]4[CH:26]=[CH:27][C:28]([N+:31]([O-:33])=[O:32])=[CH:29][CH:30]=4)=[CH:16][CH:15]=3)=[N:10]2)=[CH:7][CH:8]=1. The catalyst class is: 1.